From a dataset of Human Reference Interactome with 51,813 positive PPI pairs across 8,248 proteins, plus equal number of experimentally-validated negative pairs. Binary Classification. Given two protein amino acid sequences, predict whether they physically interact or not. (1) Protein 1 (ENSG00000160593) has sequence MVSGDYSLGLNDLNVSPPELTVHVGDSALMGCVFQSTEDKCIFKIDWTLSPGEHAKDEYVLYYYSNLSVPIGRFQNRVHLMGDILCNDGSLLLQDVQEADQGTYICEIRLKGESQVFKKAVVLHVLPEEPKELMVHVGGLIQMGCVFQSTEVKHVTKVEWIFSGRRAKEEIVFRYYHKLRMSVEYSQSWGHFQNRVNLVGDIFRNDGSIMLQGVRESDGGNYTCSIHLGNLVFKKTIVLHVSPEEPRTLVTPAALRPLVLGGNQLVIIVGIVCATILLLPVLILIVKKTCGNKSSVNSTV.... Protein 2 (ENSG00000163909) has sequence MKRPKEPSGSDGESDGPIDVGQEGQLSQMARPLSTPSSSQMQARKKHRGIIEKRRRDRINSSLSELRRLVPTAFEKQGSSKLEKAEVLQMTVDHLKMLHATGGTGFFDARALAVDFRSIGFRECLTEVIRYLGVLEGPSSRADPVRIRLLSHLNSYAAEMEPSPTPTGPLAFPAWPWSFFHSCPGLPALSNQLAILGRVPSPVLPGVSSPAYPIPALRTAPLRRATGIILPARRNVLPSRGASSTRRARPLERPATPVPVAPSSRAARSSHIAPLLQSSSPTPPGPTGSAAYVAVPTPNS.... Result: 0 (the proteins do not interact). (2) Protein 1 (ENSG00000215790) has sequence MSSSVKTPALEELVPGSEEKPKGRSPLSWGSLFGHRSEKIVFAKSDGGTDENVLTVTITETTVIESDLGVWSSRALLYLTLWFFFSFCTLFLNKYILSLLGGEPSMLGAVQMLSTTVIGCVKTLVPCCLYQHKARLSYPPNFLMTMLFVGLMRFATVVLGLVSLKNVAVSFAETVKSSAPIFTVIMSRMILGEYTGRPSDREEREELQLQPGRGAAASDRRSPVPPSERHGVRPHGENLPGDFQAQ*MSSSVKTPALEELVPGSEEKPKGRSPLSWGSLFGHRSEKIVFAKSDGGTDENV.... Protein 2 (ENSG00000116350) has sequence MPRVYIGRLSYQARERDVERFFKGYGKILEVDLKNGYGFVEFDDLRDADDAVYELNGKDLCGERVIVEHARGPRRDGSYGSGRSGYGYRRSGRDKYGPPTRTEYRLIVENLSSRCSWQDLKDYMRQAGEVTYADAHKGRKNEGVIEFVSYSDMKRALEKLDGTEVNGRKIRLVEDKPGSRRRRSYSRSRSHSRSRSRSRHSRKSRSRSGSSKSSHSKSRSRSRSGSRSRSKSRSRSQSRSRSKKEKSRSPSKEKSRSRSHSAGKSRSKSKDQAEEKIQNNDNVGKPKSRSPSRHKSKSKS.... Result: 0 (the proteins do not interact). (3) Protein 2 (ENSG00000102100) has sequence MAAVGAGGSTAAPGPGAVSAGALEPGTASAAHRRLKYISLAVLVVQNASLILSIRYARTLPGDRFFATTAVVMAEVLKGLTCLLLLFAQKRGNVKHLVLFLHEAVLVQYVDTLKLAVPSLIYTLQNNLQYVAISNLPAATFQVTYQLKILTTALFSVLMLNRSLSRLQWASLLLLFTGVAIVQAQQAGGGGPRPLDQNPGAGLAAVVASCLSSGFAGVYFEKILKGSSGSVWLRNLQLGLFGTALGLVGLWWAEGTAVATRGFFFGYTPAVWGVVLNQAFGGLLVAVVVKYADNILKGFA.... Protein 1 (ENSG00000106588) has sequence MAERGYSFSLTTFSPSGKLVQIEYALAAVAGGAPSVGIKAANGVVLATEKKQKSILYDERSVHKVEPITKHIGLVYSGMGPDYRVLVHRARKLAQQYYLVYQEPIPTAQLVQRVASVMQEYTQSGGVRPFGVSLLICGWNEGRPYLFQSDPSGAYFAWKATAMGKNYVNGKTFLEKRYNEDLELEDAIHTAILTLKESFEGQMTEDNIEVGICNEAGFRRLTPTEVKDYLAAIA*MAERGYSFSLTTFSCKWCGISN*MAERGYSFSLTTFRVLVHRARKLAQQYYLVYQEPIPTAQLVQ.... Result: 0 (the proteins do not interact). (4) Protein 1 (ENSG00000086065) has sequence MNRLFGKAKPKAPPPSLTDCIGTVDSRAESIDKKISRLDAELVKYKDQIKKMREGPAKNMVKQKALRVLKQKRMYEQQRDNLAQQSFNMEQANYTIQSLKDTKTTVDAMKLGVKEMKKAYKQVKIDQIEDLQDQLEDMMEDANEIQEALSRSYGTPELDEDDLEAELDALGDELLADEDSSYLDEAASAPAIPEGVPTDTKNKDGVLVDEFGLPQIPAS*MNRLFGKAKPKAPPPSLTDCIGTVDSRAESIDKKISRLDAELVKYKDQIKKMREGPAKNMVKQKALRVLKQKRMYEQQRD.... Protein 2 (ENSG00000148468) has sequence MSRSATLLLCLLGCHVWKAVTKTLREPGAGAQEVTLKVHISDASTHQPVADALIEIFTNQASIASGTSGTDGVAFIKFQYKLGSQLIVTASKHAYVPNSAPWKPIRLPVFSSLSLGLLPERSATLMVYEDVVQIVSGFQGARPQPRVHFQRRALRLPENTSYSDLTAFLTAASSPSEVDSFPYLRGLDGNGTGNSTRHDLTPVTAVSVHLLSSNGTPVLVDGPIYVTVPLATQSSLRHNAYVAAWRFDQKLGTWLKSGLGLVHQEGSQLTWTYIAPQLGYWVAAMSPPIPGPVVTQDITT.... Result: 0 (the proteins do not interact). (5) Protein 1 (ENSG00000168003) has sequence MELQPPEASIAVVSIPRQLPGSHSEAGVQGLSAGDDSGTMSQDTEVDMKEVELNELEPEKQPMNAASGAAMSLAGAEKNGLVKIKVAEDEAEAAAAAKFTGLSKEELLKVAGSPGWVRTRWALLLLFWLGWLGMLAGAVVIIVRAPRCRELPAQKWWHTGALYRIGDLQAFQGHGAGNLAGLKGRLDYLSSLKVKGLVLGPIHKNQKDDVAQTDLLQIDPNFGSKEDFDSLLQSAKKKSIRVILDLTPNYRGENSWFSTQVDTVATKVKDALEFWLQAGVDGFQVRDIENLKDASSFLAE.... Protein 2 (ENSG00000006534) has sequence MDPLGDTLRRLREAFHAGRTRPAEFRAAQLQGLGRFLQENKQLLHDALAQDLHKSAFESEVSEVAISQGEVTLALRNLRAWMKDERVPKNLATQLDSAFIRKEPFGLVLIIAPWNYPLNLTLVPLVGALAAGNCVVLKPSEISKNVEKILAEVLPQYVDQSCFAVVLGGPQETGQLLEHRFDYIFFTGSPRVGKIVMTAAAKHLTPVTLELGGKNPCYVDDNCDPQTVANRVAWFRYFNAGQTCVAPDYVLCSPEMQERLLPALQSTITRFYGDDPQSSPNLGRIINQKQFQRLRALLGC.... Result: 0 (the proteins do not interact). (6) Protein 1 (ENSG00000196453) has sequence MENQRSSPLSFPSVPQEETLRQAPAGLPRETLFQSRVLPPKEIPSLSPTIPRQGSLPQTSSAPKQETSGRMPHVLQKGPSLLCSAASEQETSLQGPLASQEGTQYPPPAAAEQEVSLLSHSPHHQEAPVHSPEAPEKDPLTLSPTVPETDMDPLLQSPVSQKDTPFQISSAVQKEQPLPTAEITRLAVWAAVQAVERKLEAQAMRLLTLEGRTGTNEKKIADCEKTAVEFANHLESKWVVLGTLLQEYGLLQRRLENMENLLKNRNFWILRLPPGSNGEVPKVPVTFDDVAVHFSEQEWG.... Protein 2 (ENSG00000049541) has sequence MEVEAVCGGAGEVEAQDSDPAPAFSKAPGSAGHYELPWVEKYRPVKLNEIVGNEDTVSRLEVFAREGNVPNIIIAGPPGTGKTTSILCLARALLGPALKDAMLELNASNDRGIDVVRNKIKMFAQQKVTLPKGRHKIIILDEADSMTDGAQQALRRTMEIYSKTTRFALACNASDKIIEPIQSRCAVLRYTKLTDAQILTRLMNVIEKERVPYTDDGLEAIIFTAQGDMRQALNNLQSTFSGFGFINSENVFKVCDEPHPLLVKEMIQHCVNANIDEAYKILAHLWHLGYSPEDIIGNIF.... Result: 0 (the proteins do not interact). (7) Protein 1 (ENSG00000215704) has sequence MIRTLLLSTLVAGALSCGVSTYAPDMSRMLGGEEARPNSWPWQVSLQYSSNGQWYHTCGGSLIANSWVLTAAHCISSSGIYRVMLGQHNLYVAESGSLAVSVSKIVVHKDWNSDQVSKGNDIALLKLANPVSLTDKIQLACLPPAGTILPNNYPCYVTGWGRLQTNGALPDDLKQGQLLVVDYATCSSSGWWGSTVKTNMICAGGDGVICTCNGDSGGPLNCQASDGRWEVHGIGSLTSVLGCNYYYKPSIFTRVSNYNDWINSVIANN*CGVSTYAPDMSRMLGGEEARPNSWPWQVSL.... Protein 2 (ENSG00000204314) has sequence MSSEKSGLPDSVPHTSPPPYNAPQPPAEPPAPPPQAAPSSHHHHHHHYHQSGTATLPRLGAGGLASSAATAQRGPSSSATLPRPPHHAPPGPAAGAPPPGCATLPRMPPDPYLQETRFEGPLPPPPPAAAAPPPPAPAQTAQAPGFVVPTHAGTVGTLPLGGYVAPGYPLQLQPCTAYVPVYPVGTPYAGGTPGGTGVTSTLPPPPQGPGLALLEPRRPPHDYMPIAVLTTICCFWPTGIIAIFKAVQVRTALARGDMVSAEIASREARNFSFISLAVGIAAMVLCTILTVVIIIAAQHH.... Result: 0 (the proteins do not interact). (8) Protein 1 (ENSG00000261787) has sequence MDRGRPAGSPLSASAEPAPLAAAIRDSRPGRTGPGPAGPGGGSRSGSGRPAAANAARERSRVQTLRHAFLELQRTLPSVPPDTKLSKLDVLLLATTYIAHLTRSLQDDAEAPADAGLGALRGDGYLHPVKKWPMRSRLYIGATGQFLKHSVSGEKTNHDNTPTDSQP*. Protein 2 (ENSG00000127922) has sequence MSEKKQPVDLGLLEEDDEFEEFPAEDWAGLDEDEDAHVWEDNWDDDNVEDDFSNQLRAELEKHGYKMETS*MYCQDSNICAVFAVQGGKVGRKHGIKRGRRPSIRSPAQRARGPWIHESKHPAFAKQQINLEMPNSRATTELAWVCSSTSRKKKWARSLTLSTAPLSPPPSLVHCEDCSCLPGCHSGDLYNLAPAERTC*MSEKKQPVDLGLLEEDDEFEEFPAEDWAGLDEDEDAHVWEDNWDDDNVEDDFSNQLRATVLLMILVCETPYGCYVLHQKGRMCSAFLCC*MSEKKQPVDL.... Result: 0 (the proteins do not interact). (9) Protein 1 (ENSG00000101160) has sequence MARRGPGWRPLLLLVLLAGAAQGGLYFRRGQTCYRPLRGDGLAPLGRSTYPRPHEYLSPADLPKSWDWRNVDGVNYASITRNQHIPQYCGSCWAHASTSAMADRINIKRKGAWPSTLLSVQNVIDCGNAGSCEGGNDLSVWDYAHQHGIPDETCNNYQAKDQECDKFNQCGTCNEFKECHAIRNYTLWRVGDYGSLSGREKMMAEIYANGPISCGIMATERLANYTGGIYAEYQDTTYINHVVSVAGWGISDGTEYWIVRNSWGEPWGERGWLRIVTSTYKDGKGARYNLAIEEHCTFGD.... Protein 2 (ENSG00000221859) has sequence MAASTMSICSSACTDSWRVVDCPESCCEPCCCAPAPSLTLVCTPVSCVSSPCCQTACEPSACQSGYTSSCTTPCYQQSSCQPDCCTSSPCQQACCVPVCCVPVCCVPVCNKPVCFVPTCSESSPSCCQQSSCQPTCCTSSPCQQACCVPVCSKSVCYVPVCSGASTSCCQQSSCQPACCTASCCRPSSSVSLLCHPVCKSTCCVPVPSCGASASSCQPSCCRTASCVSLLCRPVCSRPACYSLCSGQKSSC*. Result: 1 (the proteins interact). (10) Protein 1 (ENSG00000188425) has sequence MQLPPFDMWKDYFNLSQVVWALIASRGQRLETQEIEEPSPGPPLGQDQGLGAPGANGGLGTLCNFCKHNGESRHVYSSHQLKTPDGVVVCPILRHYVCPVCGATGDQAHTLKYCPLNGGQQSLYRRSGRNSAGRRVKR*. Protein 2 (ENSG00000197747) has sequence MPSQMEHAMETMMFTFHKFAGDKGYLTKEDLRVLMEKEFPGFLENQKDPLAVDKIMKDLDQCRDGKVGFQSFFSLIAGLTIACNDYFVVHMKQKGKK*. Result: 1 (the proteins interact).